The task is: Predict the product of the given reaction.. This data is from Forward reaction prediction with 1.9M reactions from USPTO patents (1976-2016). (1) Given the reactants Cl[C:2]1[C:11]2[C:6](=[CH:7][CH:8]=[C:9]([S:12]([CH3:15])(=[O:14])=[O:13])[CH:10]=2)[CH:5]=[N:4][CH:3]=1.[CH3:16][N:17]1[CH:21]=[C:20]([C:22]2[CH:27]=[CH:26][C:25](B3OC(C)(C)C(C)(C)O3)=[CH:24][CH:23]=2)[CH:19]=[N:18]1.C(=O)([O-])[O-].[Na+].[Na+].O, predict the reaction product. The product is: [CH3:15][S:12]([C:9]1[CH:10]=[C:11]2[C:6](=[CH:7][CH:8]=1)[CH:5]=[N:4][CH:3]=[C:2]2[C:25]1[CH:24]=[CH:23][C:22]([C:20]2[CH:19]=[N:18][N:17]([CH3:16])[CH:21]=2)=[CH:27][CH:26]=1)(=[O:14])=[O:13]. (2) Given the reactants [CH2:1]([C:3]1[CH:26]=[CH:25][CH:24]=[C:23]([CH3:27])[C:4]=1[CH2:5][NH:6][C:7]1[CH:12]=[C:11]([O:13][CH2:14][CH2:15][O:16][CH3:17])[N:10]=[C:9]([NH:18][CH3:19])[C:8]=1[N+:20]([O-])=O)[CH3:2], predict the reaction product. The product is: [NH2:20][C:8]1[C:9]([NH:18][CH3:19])=[N:10][C:11]([O:13][CH2:14][CH2:15][O:16][CH3:17])=[CH:12][C:7]=1[NH:6][CH2:5][C:4]1[C:23]([CH3:27])=[CH:24][CH:25]=[CH:26][C:3]=1[CH2:1][CH3:2].